This data is from Reaction yield outcomes from USPTO patents with 853,638 reactions. The task is: Predict the reaction yield, written as a fraction of the theoretical maximum amount of product (1.0 means a 100% yield; for example, 0.34 means a 34% yield). (1) The reactants are C[O:2][C:3]1[C:8]2[NH:9][C:10]([C:12]3[S:13][CH:14]=[CH:15][CH:16]=3)=[N:11][C:7]=2[C:6]([C:17]([OH:19])=O)=[CH:5][CH:4]=1.[S:20]1[CH:24]=[CH:23][N:22]=[C:21]1[NH2:25]. No catalyst specified. The product is [OH:2][C:3]1[C:8]2[NH:9][C:10]([C:12]3[S:13][CH:14]=[CH:15][CH:16]=3)=[N:11][C:7]=2[C:6]([C:17]([NH:25][C:21]2[S:20][CH:24]=[CH:23][N:22]=2)=[O:19])=[CH:5][CH:4]=1. The yield is 0.100. (2) The reactants are [Cl:1][C:2]1[C:3]([NH:16][CH2:17][CH:18]2[CH2:23][CH2:22][O:21][CH2:20][CH2:19]2)=[N:4][C:5]([C:8]2[C:13]([Cl:14])=[CH:12][N:11]=[C:10](F)[CH:9]=2)=[CH:6][N:7]=1.[NH2:24][C@H:25]1[CH2:30][CH2:29][C@H:28]([OH:31])[CH2:27][CH2:26]1. The catalyst is CS(C)=O. The product is [Cl:14][C:13]1[C:8]([C:5]2[CH:6]=[N:7][C:2]([Cl:1])=[C:3]([NH:16][CH2:17][CH:18]3[CH2:23][CH2:22][O:21][CH2:20][CH2:19]3)[N:4]=2)=[CH:9][C:10]([NH:24][C@H:25]2[CH2:30][CH2:29][C@H:28]([OH:31])[CH2:27][CH2:26]2)=[N:11][CH:12]=1. The yield is 0.0869. (3) The reactants are [Br:1][C:2]1[C:3]([O:11][C:12]2[CH:17]=[CH:16][C:15]([N+:18]([O-])=O)=[CH:14][C:13]=2[F:21])=[C:4]2[S:10][CH:9]=[CH:8][C:5]2=[N:6][CH:7]=1.N1C2=C(OC3C=CC(N)=CC=3F)N=CC=C2C=C1. No catalyst specified. The product is [Br:1][C:2]1[C:3]([O:11][C:12]2[CH:17]=[CH:16][C:15]([NH2:18])=[CH:14][C:13]=2[F:21])=[C:4]2[S:10][CH:9]=[CH:8][C:5]2=[N:6][CH:7]=1. The yield is 0.920.